From a dataset of Full USPTO retrosynthesis dataset with 1.9M reactions from patents (1976-2016). Predict the reactants needed to synthesize the given product. (1) Given the product [O:10]=[CH:11][C@@H:12]([C@H:13]([C@H:14]([C@@H:15]([CH2:17][OH:18])[OH:16])[OH:19])[OH:20])[OH:21], predict the reactants needed to synthesize it. The reactants are: C1C([N+]([O-])=O)=CC=C([O:10][C@H:11]2[O:16][C@H:15]([CH2:17][OH:18])[C@H:14]([OH:19])[C@H:13]([OH:20])[C@H:12]2[OH:21])C=1. (2) Given the product [C:1]([N:20]1[CH:24]=[C:23]([CH:25]([CH3:28])[C:26]#[N:27])[N:22]=[CH:21]1)([C:14]1[CH:15]=[CH:16][CH:17]=[CH:18][CH:19]=1)([C:8]1[CH:9]=[CH:10][CH:11]=[CH:12][CH:13]=1)[C:2]1[CH:7]=[CH:6][CH:5]=[CH:4][CH:3]=1, predict the reactants needed to synthesize it. The reactants are: [C:1]([N:20]1[CH:24]=[C:23]([CH2:25][C:26]#[N:27])[N:22]=[CH:21]1)([C:14]1[CH:19]=[CH:18][CH:17]=[CH:16][CH:15]=1)([C:8]1[CH:13]=[CH:12][CH:11]=[CH:10][CH:9]=1)[C:2]1[CH:7]=[CH:6][CH:5]=[CH:4][CH:3]=1.[CH3:28]I.[H-].[Na+]. (3) Given the product [Cl:1][C:2]1[C:7]([Cl:8])=[CH:6][CH:5]=[CH:4][C:3]=1[S:9]([N:12]([C:13]1[C:18]([O:19][CH3:20])=[N:17][C:16]([CH2:21][OH:22])=[CH:15][N:14]=1)[CH2:37][O:36][CH2:35][CH2:34][Si:33]([CH3:40])([CH3:39])[CH3:32])(=[O:10])=[O:11], predict the reactants needed to synthesize it. The reactants are: [Cl:1][C:2]1[C:7]([Cl:8])=[CH:6][CH:5]=[CH:4][C:3]=1[S:9]([NH:12][C:13]1[C:18]([O:19][CH3:20])=[N:17][C:16]([CH2:21][OH:22])=[CH:15][N:14]=1)(=[O:11])=[O:10].C(N(C(C)C)CC)(C)C.[CH3:32][Si:33]([CH3:40])([CH3:39])[CH2:34][CH2:35][O:36][CH2:37]Cl.